From a dataset of Reaction yield outcomes from USPTO patents with 853,638 reactions. Predict the reaction yield, written as a fraction of the theoretical maximum amount of product (1.0 means a 100% yield; for example, 0.34 means a 34% yield). The product is [CH:20]([C:17]1[CH:18]=[CH:19][C:14]([CH:13]2[CH2:12][O:11][C:10]3[C:23]4[C:28]([CH:7]=[C:8]([CH3:29])[C:9]2=3)=[CH:27][CH:26]=[CH:25][CH:24]=4)=[CH:15][CH:16]=1)([CH3:22])[CH3:21]. The yield is 0.180. The catalyst is C1(C)C=CC=CC=1.Cl[Pd](Cl)([P](C1C=CC=CC=1)(C1C=CC=CC=1)C1C=CC=CC=1)[P](C1C=CC=CC=1)(C1C=CC=CC=1)C1C=CC=CC=1.O. The reactants are FC(F)(F)S(O[C:7]1[C:28]2[C:23](=[CH:24][CH:25]=[CH:26][CH:27]=2)[C:10]2[O:11][CH2:12][CH:13]([C:14]3[CH:19]=[CH:18][C:17]([CH:20]([CH3:22])[CH3:21])=[CH:16][CH:15]=3)[C:9]=2[C:8]=1[CH3:29])(=O)=O.C1(P(C2C=CC=CC=2)CCCP(C2C=CC=CC=2)C2C=CC=CC=2)C=CC=CC=1.C(N(CCCC)CCCC)CCC.C(O)=O.